This data is from Catalyst prediction with 721,799 reactions and 888 catalyst types from USPTO. The task is: Predict which catalyst facilitates the given reaction. (1) Reactant: [CH3:1][C@H:2]([NH2:7])[C:3]([CH3:6])([CH3:5])[CH3:4].[CH3:8][C:9]([CH3:40])([CH3:39])[CH2:10][NH:11][C:12]([C:14]1[CH:19]=[CH:18][C:17]([C:20]2[C:25]([CH3:26])=[C:24]([F:27])[CH:23]=[C:22]([C:28](O)=[O:29])[CH:21]=2)=[C:16]([C:31]([NH:33][C:34]2[S:35][CH:36]=[CH:37][N:38]=2)=[O:32])[CH:15]=1)=[O:13].CCN=C=NCCCN(C)C. Product: [CH3:8][C:9]([CH3:40])([CH3:39])[CH2:10][NH:11][C:12]([C:14]1[CH:15]=[C:16]([C:31]([NH:33][C:34]2[S:35][CH:36]=[CH:37][N:38]=2)=[O:32])[C:17]([C:20]2[C:25]([CH3:26])=[C:24]([F:27])[CH:23]=[C:22]([C:28]([NH:7][C@@H:2]([CH3:1])[C:3]([CH3:6])([CH3:5])[CH3:4])=[O:29])[CH:21]=2)=[CH:18][CH:19]=1)=[O:13]. The catalyst class is: 166. (2) Reactant: Cl.[NH2:2][C@H:3]1[CH2:7][CH2:6][N:5]([C:8]2[CH:13]=[CH:12][C:11]([N:14]3[CH2:18][C@H:17]([CH2:19][O:20][C:21]4[CH:25]=[CH:24][O:23][N:22]=4)[O:16][C:15]3=[O:26])=[CH:10][C:9]=2[F:27])[CH2:4]1.C(=O)(O)[O-].[Na+].[C:33](OC(=O)C)(=[O:35])[CH3:34]. Product: [C:33]([NH:2][C@H:3]1[CH2:7][CH2:6][N:5]([C:8]2[CH:13]=[CH:12][C:11]([N:14]3[CH2:18][C@H:17]([CH2:19][O:20][C:21]4[CH:25]=[CH:24][O:23][N:22]=4)[O:16][C:15]3=[O:26])=[CH:10][C:9]=2[F:27])[CH2:4]1)(=[O:35])[CH3:34]. The catalyst class is: 4. (3) Reactant: [C:1]([N:8]1[CH2:13][CH2:12][C:11](=[O:14])[CH2:10][CH2:9]1)([O:3][C:4]([CH3:7])([CH3:6])[CH3:5])=[O:2].[Br:15]Br. Product: [C:1]([N:8]1[CH2:13][CH2:12][C:11](=[O:14])[CH:10]([Br:15])[CH2:9]1)([O:3][C:4]([CH3:7])([CH3:6])[CH3:5])=[O:2]. The catalyst class is: 4. (4) Reactant: [CH3:1][O:2][C:3]([NH:5][C@@H:6]([C:10]([CH3:13])([CH3:12])[CH3:11])[C:7]([OH:9])=O)=[O:4].C([O-])([O-])=O.[K+].[K+].CCOP(ON1N=NC2C=CC=CC=2C1=O)(OCC)=O.[C:40]([O:44][C:45]([NH:47][C@@H:48]([CH2:77][C:78]1[CH:83]=[CH:82][CH:81]=[CH:80][CH:79]=1)[C@@H:49]([OH:76])[CH2:50][CH:51]([NH:65]C(=O)OCC1C=CC=CC=1)[CH2:52][C:53]1[CH:58]=[CH:57][C:56]([C:59]2[CH:64]=[CH:63][CH:62]=[CH:61][N:60]=2)=[CH:55][CH:54]=1)=[O:46])([CH3:43])([CH3:42])[CH3:41]. Product: [CH2:77]([C@H:48]([NH:47][C:45](=[O:46])[O:44][C:40]([CH3:42])([CH3:41])[CH3:43])[C@@H:49]([OH:76])[CH2:50][CH:51]([NH:65][C:7](=[O:9])[C@@H:6]([NH:5][C:3]([O:2][CH3:1])=[O:4])[C:10]([CH3:13])([CH3:12])[CH3:11])[CH2:52][C:53]1[CH:58]=[CH:57][C:56]([C:59]2[CH:64]=[CH:63][CH:62]=[CH:61][N:60]=2)=[CH:55][CH:54]=1)[C:78]1[CH:83]=[CH:82][CH:81]=[CH:80][CH:79]=1. The catalyst class is: 13. (5) Reactant: Cl.Cl.[CH3:3][N:4]1[CH2:9][CH2:8][NH:7][C@H:6]([CH3:10])[CH2:5]1.[CH3:11][C:12]([O:15][C:16]([N:18]([C:36]([O:38][C:39]([CH3:42])([CH3:41])[CH3:40])=[O:37])[N:19]([C:27]1[C:32]([F:33])=[C:31](Cl)[N:30]=[C:29]([Cl:35])[N:28]=1)[C:20]([O:22][C:23]([CH3:26])([CH3:25])[CH3:24])=[O:21])=[O:17])([CH3:14])[CH3:13].C(N(CC)C(C)C)(C)C. Product: [CH3:14][C:12]([O:15][C:16]([N:18]([C:36]([O:38][C:39]([CH3:42])([CH3:41])[CH3:40])=[O:37])[N:19]([C:27]1[C:32]([F:33])=[C:31]([N:7]2[CH2:8][CH2:9][N:4]([CH3:3])[CH2:5][C@H:6]2[CH3:10])[N:30]=[C:29]([Cl:35])[N:28]=1)[C:20]([O:22][C:23]([CH3:24])([CH3:25])[CH3:26])=[O:21])=[O:17])([CH3:11])[CH3:13]. The catalyst class is: 215.